Dataset: Catalyst prediction with 721,799 reactions and 888 catalyst types from USPTO. Task: Predict which catalyst facilitates the given reaction. (1) Reactant: [C:1]([C:3]1[CH:4]=[C:5]([CH:9]=[CH:10][CH:11]=1)[C:6]([OH:8])=O)#[CH:2].[CH2:12]1[C:20]2[C:15](=[CH:16][CH:17]=[CH:18][CH:19]=2)[CH2:14][CH:13]1[NH:21][C:22]1[N:23]=[CH:24][C:25]2[CH2:31][NH:30][CH2:29][CH2:28][C:26]=2[N:27]=1.Cl.CN(C)CCCN=C=NCC.N1C=CC(N)=CC=1. Product: [C:1]([C:3]1[CH:4]=[C:5]([C:6]([N:30]2[CH2:29][CH2:28][C:26]3[N:27]=[C:22]([NH:21][CH:13]4[CH2:12][C:20]5[C:15](=[CH:16][CH:17]=[CH:18][CH:19]=5)[CH2:14]4)[N:23]=[CH:24][C:25]=3[CH2:31]2)=[O:8])[CH:9]=[CH:10][CH:11]=1)#[CH:2]. The catalyst class is: 4. (2) Reactant: C([O:3][C:4](=O)[N:5]([C:14]1[CH:19]=[C:18]([C:20]([F:23])([F:22])[F:21])[N:17]=[C:16]([NH2:24])[C:15]=1[N+:25]([O-])=O)[CH2:6][C:7]1[CH:8]=[N:9][C:10]([CH3:13])=[CH:11][CH:12]=1)C. Product: [NH2:24][C:16]1[C:15]2[NH:25][C:4](=[O:3])[N:5]([CH2:6][C:7]3[CH:8]=[N:9][C:10]([CH3:13])=[CH:11][CH:12]=3)[C:14]=2[CH:19]=[C:18]([C:20]([F:23])([F:22])[F:21])[N:17]=1. The catalyst class is: 285. (3) Reactant: [H-].[Na+].[CH2:3]([O:5][CH:6]([O:8][CH2:9][C@@H:10]1[NH:15][C:14](=[O:16])[CH2:13][CH2:12][CH2:11]1)[CH3:7])[CH3:4].[CH3:17][O:18][C:19](=[O:27])[CH2:20][O:21][CH2:22][C:23]#[C:24][CH2:25]I.C([O-])(O)=O.[Na+]. Product: [CH3:17][O:18][C:19](=[O:27])[CH2:20][O:21][CH2:22][C:23]#[C:24][CH2:25][N:15]1[C:14](=[O:16])[CH2:13][CH2:12][CH2:11][C@@H:10]1[CH2:9][O:8][CH:6]([O:5][CH2:3][CH3:4])[CH3:7]. The catalyst class is: 3. (4) Reactant: [C:1]([NH:24][CH2:25][CH2:26][C:27]([OH:29])=O)(=[O:23])[CH2:2][CH2:3]/[CH:4]=[CH:5]\[CH2:6]/[CH:7]=[CH:8]\[CH2:9]/[CH:10]=[CH:11]\[CH2:12]/[CH:13]=[CH:14]\[CH2:15]/[CH:16]=[CH:17]\[CH2:18]/[CH:19]=[CH:20]\[CH2:21][CH3:22].[NH2:30][C:31]1[S:32][C:33]2[CH2:39][C@H:38]([N:40]([CH2:48][CH2:49][CH3:50])[C:41](=[O:47])[O:42][C:43]([CH3:46])([CH3:45])[CH3:44])[CH2:37][CH2:36][C:34]=2[N:35]=1.CN(C(ON1N=NC2C=CC=NC1=2)=[N+](C)C)C.F[P-](F)(F)(F)(F)F.CCN(C(C)C)C(C)C. Product: [C:1]([NH:24][CH2:25][CH2:26][C:27]([NH:30][C:31]1[S:32][C:33]2[CH2:39][C@H:38]([N:40]([CH2:48][CH2:49][CH3:50])[C:41](=[O:47])[O:42][C:43]([CH3:44])([CH3:45])[CH3:46])[CH2:37][CH2:36][C:34]=2[N:35]=1)=[O:29])(=[O:23])[CH2:2][CH2:3]/[CH:4]=[CH:5]\[CH2:6]/[CH:7]=[CH:8]\[CH2:9]/[CH:10]=[CH:11]\[CH2:12]/[CH:13]=[CH:14]\[CH2:15]/[CH:16]=[CH:17]\[CH2:18]/[CH:19]=[CH:20]\[CH2:21][CH3:22]. The catalyst class is: 2. (5) Reactant: [C:1]([NH:5][C:6]1[C:15]2[C:10](=[C:11]([NH2:16])[CH:12]=[CH:13][CH:14]=2)[N:9]=[CH:8][N:7]=1)([CH3:4])([CH3:3])[CH3:2].[Cl:17][C:18]1[CH:26]=[CH:25][C:24]([CH2:27][NH:28][C:29](=[O:34])[C:30]([CH3:33])([CH3:32])[CH3:31])=[CH:23][C:19]=1[C:20](O)=[O:21].S(Cl)(Cl)=O.CCN(C(C)C)C(C)C. Product: [C:1]([NH:5][C:6]1[C:15]2[C:10](=[C:11]([NH:16][C:20](=[O:21])[C:19]3[CH:23]=[C:24]([CH2:27][NH:28][C:29](=[O:34])[C:30]([CH3:31])([CH3:32])[CH3:33])[CH:25]=[CH:26][C:18]=3[Cl:17])[CH:12]=[CH:13][CH:14]=2)[N:9]=[CH:8][N:7]=1)([CH3:4])([CH3:2])[CH3:3]. The catalyst class is: 1.